From a dataset of Peptide-MHC class I binding affinity with 185,985 pairs from IEDB/IMGT. Regression. Given a peptide amino acid sequence and an MHC pseudo amino acid sequence, predict their binding affinity value. This is MHC class I binding data. (1) The peptide sequence is RPQKRPSCI. The MHC is HLA-B54:01 with pseudo-sequence HLA-B54:01. The binding affinity (normalized) is 0.0734. (2) The peptide sequence is RYFTVAFLF. The MHC is HLA-A26:01 with pseudo-sequence HLA-A26:01. The binding affinity (normalized) is 0.213.